From a dataset of Catalyst prediction with 721,799 reactions and 888 catalyst types from USPTO. Predict which catalyst facilitates the given reaction. (1) Reactant: [CH2:1]([C@@:8]12[CH2:21][CH2:20][C:19](=[O:22])[CH2:18][C@@H:17]1[CH2:16][CH2:15][C:14]1[CH:13]=[C:12]([C:23]([O:25][CH3:26])=[O:24])[CH:11]=[CH:10][C:9]2=1)[C:2]1[CH:7]=[CH:6][CH:5]=[CH:4][CH:3]=1.C[Si](C)(C)[C:29]([F:32])([F:31])[F:30].CCCC[N+](CCCC)(CCCC)CCCC.[F-]. Product: [CH2:1]([C@@:8]12[CH2:21][CH2:20][C:19]([OH:22])([C:29]([F:32])([F:31])[F:30])[CH2:18][C@@H:17]1[CH2:16][CH2:15][C:14]1[CH:13]=[C:12]([C:23]([O:25][CH3:26])=[O:24])[CH:11]=[CH:10][C:9]2=1)[C:2]1[CH:3]=[CH:4][CH:5]=[CH:6][CH:7]=1. The catalyst class is: 1. (2) Reactant: [Br:1][C:2]1[C:3]([CH3:10])=[C:4]([CH:7]=[CH:8][CH:9]=1)[CH2:5][NH2:6].C(N(C(C)C)CC)(C)C.Cl[C:21]1[N:26]=[C:25]([NH:27][CH2:28][C@H:29]2[CH2:34][CH2:33][C@H:32]([CH2:35][OH:36])[CH2:31][CH2:30]2)[C:24]([N+:37]([O-:39])=[O:38])=[CH:23][N:22]=1. Product: [Br:1][C:2]1[C:3]([CH3:10])=[C:4]([CH:7]=[CH:8][CH:9]=1)[CH2:5][NH:6][C:21]1[N:26]=[C:25]([NH:27][CH2:28][C@H:29]2[CH2:30][CH2:31][C@H:32]([CH2:35][OH:36])[CH2:33][CH2:34]2)[C:24]([N+:37]([O-:39])=[O:38])=[CH:23][N:22]=1. The catalyst class is: 4.